From a dataset of Reaction yield outcomes from USPTO patents with 853,638 reactions. Predict the reaction yield, written as a fraction of the theoretical maximum amount of product (1.0 means a 100% yield; for example, 0.34 means a 34% yield). The reactants are [CH3:1][C:2]([CH3:7])=[CH:3][C:4](O)=[O:5].O=S(Cl)Cl.[NH2:12][C:13]1[CH:18]=[CH:17][CH:16]=[CH:15][CH:14]=1.CCN(CC)CC. No catalyst specified. The product is [C:13]1([NH:12][C:4](=[O:5])[CH:3]=[C:2]([CH3:7])[CH3:1])[CH:18]=[CH:17][CH:16]=[CH:15][CH:14]=1. The yield is 0.800.